Task: Predict which catalyst facilitates the given reaction.. Dataset: Catalyst prediction with 721,799 reactions and 888 catalyst types from USPTO (1) Product: [Cl:18][C:13]1[N:12]=[C:11]([C@:2]2([CH3:10])[CH2:3][C@@H:4]([C:5]([F:6])([F:7])[F:8])[O:9][C:25]([NH2:24])=[N:1]2)[C:16]([F:17])=[CH:15][CH:14]=1. Reactant: [NH2:1][C@@:2]([C:11]1[C:16]([F:17])=[CH:15][CH:14]=[C:13]([Cl:18])[N:12]=1)([CH3:10])[CH2:3][C@H:4]([OH:9])[C:5]([F:8])([F:7])[F:6].C(=O)(O)[O-].[Na+].[N:24]#[C:25]Br. The catalyst class is: 8. (2) The catalyst class is: 9. Reactant: [CH2:1]([O:3][C:4]([C:6]1[C:7](=[O:14])[NH:8][N:9](C(=O)C)[CH:10]=1)=[O:5])[CH3:2].[CH2:15](Br)[C:16]1[CH:21]=[CH:20][CH:19]=[CH:18][CH:17]=1.C(=O)([O-])[O-].[K+].[K+].Cl. Product: [CH2:1]([O:3][C:4]([C:6]1[C:7]([O:14][CH2:15][C:16]2[CH:21]=[CH:20][CH:19]=[CH:18][CH:17]=2)=[N:8][NH:9][CH:10]=1)=[O:5])[CH3:2]. (3) Product: [CH:41]([N:8]1[CH2:9][CH2:10][CH:11]([N:14]2[CH2:18][CH2:17][N:16]([CH2:19][CH2:20][CH:21]3[CH2:25][CH2:24][CH2:23][N:22]3[CH3:26])[C:15]2=[C:27]([C:28]#[N:29])[C:30]#[N:31])[CH2:12][CH2:13]1)([CH3:43])[CH3:42]. The catalyst class is: 698. Reactant: C(OC([N:8]1[CH2:13][CH2:12][CH:11]([N:14]2[CH2:18][CH2:17][N:16]([CH2:19][CH2:20][CH:21]3[CH2:25][CH2:24][CH2:23][N:22]3[CH3:26])[C:15]2=[C:27]([C:30]#[N:31])[C:28]#[N:29])[CH2:10][CH2:9]1)=O)(C)(C)C.Cl.C(OCC)(=O)C.[OH-].[Na+].[CH:41](I)([CH3:43])[CH3:42].C(=O)([O-])[O-].[K+].[K+].Cl. (4) Reactant: [CH2:1]([O:3][C:4](=[O:22])[CH2:5][N:6]([CH2:13][C:14]1[C:15]([NH2:21])=[N:16][CH:17]=[C:18]([Br:20])[CH:19]=1)[CH2:7][C:8](OCC)=[O:9])[CH3:2].[H-].[Na+]. Product: [CH2:1]([O:3][C:4](=[O:22])[CH2:5][N:6]1[CH2:13][C:14]2[CH:19]=[C:18]([Br:20])[CH:17]=[N:16][C:15]=2[NH:21][C:8](=[O:9])[CH2:7]1)[CH3:2]. The catalyst class is: 58. (5) Reactant: [Cl:1][C:2]1[C:9]([C:10]#[C:11][Si](C)(C)C)=[C:8](F)[CH:7]=[CH:6][C:3]=1[C:4]#[N:5].[NH2:17][CH:18]([CH2:23][CH3:24])[C:19]([CH3:22])([OH:21])[CH3:20].C([O-])([O-])=O.[K+].[K+].CN1C(=O)CCC1. Product: [Cl:1][C:2]1[C:3]([C:4]#[N:5])=[CH:6][CH:7]=[C:8]2[C:9]=1[CH:10]=[CH:11][N:17]2[CH:18]([CH2:23][CH3:24])[C:19]([OH:21])([CH3:22])[CH3:20]. The catalyst class is: 6. (6) Reactant: [CH2:1]([OH:5])[CH2:2][CH2:3][CH3:4].O=S(Cl)[Cl:8].[NH2:10][C@@H:11]([CH3:15])[C:12](O)=[O:13]. Product: [ClH:8].[NH2:10][C@@H:11]([CH3:15])[C:12]([O:5][CH2:1][CH2:2][CH2:3][CH3:4])=[O:13]. The catalyst class is: 27. (7) Reactant: [N:1]([C:4]1[CH:14]=[CH:13][C:7]([C:8]([NH:10][CH2:11][CH3:12])=[O:9])=[CH:6][CH:5]=1)=[N+:2]=[N-:3].[C:15]([CH2:20][C:21]([O:23]CC)=[O:22])(=O)[CH:16]([CH3:18])[CH3:17].[O-]CC.[Na+].O. Product: [CH2:11]([NH:10][C:8]([C:7]1[CH:6]=[CH:5][C:4]([N:1]2[C:15]([CH:16]([CH3:18])[CH3:17])=[C:20]([C:21]([OH:23])=[O:22])[N:3]=[N:2]2)=[CH:14][CH:13]=1)=[O:9])[CH3:12]. The catalyst class is: 8.